Dataset: Reaction yield outcomes from USPTO patents with 853,638 reactions. Task: Predict the reaction yield, written as a fraction of the theoretical maximum amount of product (1.0 means a 100% yield; for example, 0.34 means a 34% yield). (1) The reactants are [CH:1]1([C:4]2[O:8][N:7]=[C:6]([C:9]3[C:14]([Cl:15])=[CH:13][CH:12]=[CH:11][C:10]=3[Cl:16])[C:5]=2[CH2:17]O)[CH2:3][CH2:2]1.C1(P(C2C=CC=CC=2)C2C=CC=CC=2)C=CC=CC=1.C(Br)(Br)(Br)[Br:39]. The catalyst is ClCCl. The product is [Br:39][CH2:17][C:5]1[C:6]([C:9]2[C:14]([Cl:15])=[CH:13][CH:12]=[CH:11][C:10]=2[Cl:16])=[N:7][O:8][C:4]=1[CH:1]1[CH2:3][CH2:2]1. The yield is 0.900. (2) The reactants are FC(F)(F)C(O)=O.C(OC([N:15]1[CH2:20][CH2:19][CH:18]([C:21]2[CH:26]=[C:25]([F:27])[C:24]([O:28][CH2:29][C:30]3[CH:35]=[CH:34][CH:33]=[CH:32][CH:31]=3)=[CH:23][C:22]=2[O:36][CH2:37][C:38]2[CH:43]=[CH:42][CH:41]=[CH:40][CH:39]=2)[CH2:17][CH2:16]1)=O)(C)(C)C.O. The catalyst is ClCCl. The yield is 1.00. The product is [CH2:37]([O:36][C:22]1[CH:23]=[C:24]([O:28][CH2:29][C:30]2[CH:31]=[CH:32][CH:33]=[CH:34][CH:35]=2)[C:25]([F:27])=[CH:26][C:21]=1[CH:18]1[CH2:17][CH2:16][NH:15][CH2:20][CH2:19]1)[C:38]1[CH:43]=[CH:42][CH:41]=[CH:40][CH:39]=1. (3) The yield is 0.480. The reactants are [O:1]1[C:5]2[CH:6]=[CH:7][C:8]([C:10]3[CH:15]=[CH:14][C:13]([N:16]4[C:20]([CH2:21][C@@H:22]5[CH2:26][CH2:25][N:24]([C:27]([CH:29]6[CH2:31][CH2:30]6)=[O:28])[CH2:23]5)=[N:19][NH:18][C:17]4=[O:32])=[CH:12][CH:11]=3)=[CH:9][C:4]=2[CH:3]=[CH:2]1.C(=O)([O-])[O-].[K+].[K+].Cl[CH2:40][C:41]([CH3:44])([OH:43])[CH3:42].ClCCl. The catalyst is CN(C)C=O.O. The product is [O:1]1[C:5]2[CH:6]=[CH:7][C:8]([C:10]3[CH:11]=[CH:12][C:13]([N:16]4[C:20]([CH2:21][C@@H:22]5[CH2:26][CH2:25][N:24]([C:27]([CH:29]6[CH2:30][CH2:31]6)=[O:28])[CH2:23]5)=[N:19][N:18]([CH2:40][C:41]([OH:43])([CH3:44])[CH3:42])[C:17]4=[O:32])=[CH:14][CH:15]=3)=[CH:9][C:4]=2[CH:3]=[CH:2]1. (4) The reactants are Br[CH2:2][C:3]1[CH:13]=[CH:12][C:6]([C:7]([O:9][CH2:10][CH3:11])=[O:8])=[C:5]([Cl:14])[CH:4]=1.[C-:15]#[N:16].[K+].C(O)C. The catalyst is O. The product is [Cl:14][C:5]1[CH:4]=[C:3]([CH2:2][C:15]#[N:16])[CH:13]=[CH:12][C:6]=1[C:7]([O:9][CH2:10][CH3:11])=[O:8]. The yield is 0.160. (5) The reactants are [CH:1]([O:4][C:5]1[CH:24]=[CH:23][C:8]([O:9][C:10]2[S:14][C:13]([C:15]3[S:19][C:18]([CH:20]([NH2:22])[CH3:21])=[CH:17][CH:16]=3)=[N:12][N:11]=2)=[CH:7][CH:6]=1)([CH3:3])[CH3:2].[CH3:25][N:26]=[C:27]=[O:28]. The catalyst is C(Cl)Cl. The product is [CH:1]([O:4][C:5]1[CH:24]=[CH:23][C:8]([O:9][C:10]2[S:14][C:13]([C:15]3[S:19][C:18]([CH:20]([NH:22][C:27]([NH:26][CH3:25])=[O:28])[CH3:21])=[CH:17][CH:16]=3)=[N:12][N:11]=2)=[CH:7][CH:6]=1)([CH3:2])[CH3:3]. The yield is 0.490.